Predict the product of the given reaction. From a dataset of Forward reaction prediction with 1.9M reactions from USPTO patents (1976-2016). (1) Given the reactants [NH2:1][C:2]1[S:3][C:4]2[CH:31]=[CH:30][CH:29]=[CH:28][C:5]=2[C:6]=1[C:7]([N:9]1[CH2:14][CH2:13][CH:12]([N:15]2[CH2:27][CH2:26][CH2:25][C:17]3([O:21][C:20](=[O:22])[N:19]([CH3:23])[C:18]3=[O:24])[CH2:16]2)[CH2:11][CH2:10]1)=[O:8].[CH:32]([N:35]=[C:36]=[O:37])([CH3:34])[CH3:33], predict the reaction product. The product is: [CH:32]([NH:35][C:36]([NH:1][C:2]1[S:3][C:4]2[CH:31]=[CH:30][CH:29]=[CH:28][C:5]=2[C:6]=1[C:7]([N:9]1[CH2:10][CH2:11][CH:12]([N:15]2[CH2:27][CH2:26][CH2:25][C:17]3([O:21][C:20](=[O:22])[N:19]([CH3:23])[C:18]3=[O:24])[CH2:16]2)[CH2:13][CH2:14]1)=[O:8])=[O:37])([CH3:34])[CH3:33]. (2) Given the reactants [Cl:1][C:2]1[CH:3]=[C:4]([C:9]([C:26]([F:29])([F:28])[F:27])=[CH:10][C:11]([C:13]2[CH:14]=[CH:15][C:16]([N:21]3[CH:25]=[N:24][CH:23]=[N:22]3)=[C:17]([CH:20]=2)[C:18]#[N:19])=O)[CH:5]=[C:6]([Cl:8])[CH:7]=1.[OH-:30].[Na+].Cl.[NH2:33]O.Cl, predict the reaction product. The product is: [Cl:1][C:2]1[CH:3]=[C:4]([C:9]2([C:26]([F:29])([F:28])[F:27])[O:30][N:33]=[C:11]([C:13]3[CH:14]=[CH:15][C:16]([N:21]4[CH:25]=[N:24][CH:23]=[N:22]4)=[C:17]([CH:20]=3)[C:18]#[N:19])[CH2:10]2)[CH:5]=[C:6]([Cl:8])[CH:7]=1. (3) The product is: [OH:16][C:10]1[C:9](=[O:17])[C:8]([CH:3]([N:18]2[CH:22]=[CH:21][N:20]=[CH:19]2)[C:4]([F:7])([F:6])[F:5])=[CH:13][N:12]([CH3:14])[C:11]=1[CH3:15].[OH:16][C:10]1[C:9](=[O:17])[C:8]([CH:3]([NH:18][CH3:19])[C:4]([F:7])([F:6])[F:5])=[CH:13][N:12]([CH3:14])[C:11]=1[CH3:15]. Given the reactants Cl.Cl[CH:3]([C:8]1[C:9](=[O:17])[C:10]([OH:16])=[C:11]([CH3:15])[N:12]([CH3:14])[CH:13]=1)[C:4]([F:7])([F:6])[F:5].[NH:18]1[CH:22]=[CH:21][N:20]=[CH:19]1.Cl.CN, predict the reaction product. (4) Given the reactants O=[C:2]1[CH2:6][O:5][CH2:4][CH:3]1[C:7]([O:9]C)=O.S(O)(O)(=O)=O.[CH3:16][S:17][C:18](=[NH:20])[NH2:19].[OH-].[K+], predict the reaction product. The product is: [CH3:16][S:17][C:18]1[N:19]=[C:7]([OH:9])[C:3]2[CH2:4][O:5][CH2:6][C:2]=2[N:20]=1.